This data is from Catalyst prediction with 721,799 reactions and 888 catalyst types from USPTO. The task is: Predict which catalyst facilitates the given reaction. Reactant: [CH3:1][O:2][C:3]1[CH:8]=[CH:7][C:6]([CH2:9][CH2:10][C:11]2[CH:19]=[CH:18][CH:17]=[CH:16][C:12]=2[C:13]([OH:15])=O)=[CH:5][CH:4]=1.FC(F)(F)C(OC(=O)C(F)(F)F)=O. Product: [CH3:1][O:2][C:3]1[CH:4]=[CH:5][C:6]2[CH2:9][CH2:10][C:11]3[CH:19]=[CH:18][CH:17]=[CH:16][C:12]=3[C:13](=[O:15])[C:7]=2[CH:8]=1. The catalyst class is: 2.